From a dataset of Retrosynthesis with 50K atom-mapped reactions and 10 reaction types from USPTO. Predict the reactants needed to synthesize the given product. (1) Given the product COC(=O)CC(Cc1ccc(OC)cc1CNCC(F)(F)F)C(=O)OC, predict the reactants needed to synthesize it. The reactants are: COC(=O)CC(Cc1ccc(OC)cc1CN(CC(F)(F)F)C(=O)OC(C)(C)C)C(=O)OC. (2) Given the product C=C(OCC)c1ccnc(Cl)c1C#N, predict the reactants needed to synthesize it. The reactants are: C=C(OCC)[Sn](CCCC)(CCCC)CCCC.N#Cc1c(I)ccnc1Cl. (3) Given the product C[C@H]1CN(S(=O)(=O)c2cccs2)CCN1c1ccc(C(O)(CO)C(F)(F)F)cc1, predict the reactants needed to synthesize it. The reactants are: C[C@H]1CN(S(=O)(=O)c2cccs2)CCN1.OCC(O)(c1ccc(Br)cc1)C(F)(F)F. (4) Given the product CCOC(=O)COc1nc(C)cc(C)n1, predict the reactants needed to synthesize it. The reactants are: CCOC(=O)CBr.Cc1cc(C)nc(O)n1.